This data is from Peptide-MHC class II binding affinity with 134,281 pairs from IEDB. The task is: Regression. Given a peptide amino acid sequence and an MHC pseudo amino acid sequence, predict their binding affinity value. This is MHC class II binding data. (1) The peptide sequence is SSMMEAMVSRARIDA. The MHC is DRB1_1302 with pseudo-sequence DRB1_1302. The binding affinity (normalized) is 0.196. (2) The peptide sequence is ILDLCYQLSMRIANQ. The MHC is DRB3_0101 with pseudo-sequence DRB3_0101. The binding affinity (normalized) is 0.155. (3) The peptide sequence is LYKYKVVKIEPLGVAPTKAK. The MHC is DRB3_0101 with pseudo-sequence DRB3_0101. The binding affinity (normalized) is 0.456. (4) The peptide sequence is SQDLELSWNLNGLQAM. The MHC is DRB1_1302 with pseudo-sequence DRB1_1302. The binding affinity (normalized) is 0.612. (5) The MHC is HLA-DPA10301-DPB10402 with pseudo-sequence HLA-DPA10301-DPB10402. The binding affinity (normalized) is 0.989. The peptide sequence is EKKYFAATQFEQLAA. (6) The peptide sequence is GGACGYKDVDKPPFS. The MHC is HLA-DPA10103-DPB10201 with pseudo-sequence HLA-DPA10103-DPB10201. The binding affinity (normalized) is 0.